From a dataset of Catalyst prediction with 721,799 reactions and 888 catalyst types from USPTO. Predict which catalyst facilitates the given reaction. (1) Reactant: [NH2:1][C@H:2]([C:9]([OH:11])=[O:10])[CH2:3][C:4]1[N:8]=[CH:7][NH:6][CH:5]=1.[Cl-:12].[Na+:13]. Product: [NH2:1][C@H:2]([C:9]([OH:11])=[O:10])[CH2:3][C:4]1[N:8]=[CH:7][NH:6][CH:5]=1.[Cl-:12].[Na+:13]. The catalyst class is: 6. (2) Reactant: C(N1C=CN=C1)(N1C=CN=C1)=O.CCN(C(C)C)C(C)C.[CH2:22]([NH2:29])[CH2:23][CH2:24][CH2:25][CH2:26][CH2:27][NH2:28].[CH2:30]1[CH2:35][C@H:34]([C:36]([OH:38])=O)[N:33]([C:39]([O:41]CC2C3C(=CC=CC=3)C3C2=CC=CC=3)=O)[CH2:32][CH2:31]1.CN(C(ON1N=NC2C=CC=NC1=2)=[N+](C)C)C.F[P-](F)(F)(F)(F)F.[C:80](O)(=O)[CH2:81][CH2:82][CH2:83][CH2:84][CH2:85][CH2:86][CH2:87][CH2:88][CH2:89][CH2:90][CH2:91]C. Product: [NH2:28][CH2:27][CH2:26][CH2:25][CH2:24][CH2:23][CH2:22][NH:29][C:36]([C@H:34]1[CH2:35][CH2:30][CH2:31][CH2:32][N:33]1[C:39](=[O:41])[CH2:91][CH2:90][CH2:89][CH2:88][CH2:87][CH2:86][CH2:85][CH2:84][CH2:83][CH2:82][CH2:81][CH3:80])=[O:38]. The catalyst class is: 118. (3) Reactant: Br[C:2]1[CH:3]=[N:4][CH:5]=[CH:6][CH:7]=1.[Li]CCCC.[O:13]=[C:14]1[CH2:31][CH2:30][C:17]2([CH2:22][CH2:21][N:20]([C:23]([O:25][C:26]([CH3:29])([CH3:28])[CH3:27])=[O:24])[CH2:19][CH2:18]2)[CH2:16][CH2:15]1.O. Product: [C:26]([O:25][C:23]([N:20]1[CH2:21][CH2:22][C:17]2([CH2:30][CH2:31][C:14]([OH:13])([C:2]3[CH:3]=[N:4][CH:5]=[CH:6][CH:7]=3)[CH2:15][CH2:16]2)[CH2:18][CH2:19]1)=[O:24])([CH3:27])([CH3:28])[CH3:29]. The catalyst class is: 28. (4) Reactant: [C:1]([O:4][CH2:5][S:6][C:7]1[CH:12]=[CH:11][C:10]([C:13]2[N:14]([C:29]3[CH:34]=[CH:33][C:32]([Cl:35])=[CH:31][CH:30]=3)[C:15](=[O:28])[C:16]3[CH:21]=[N:20][N:19]([C:22]4[CH:27]=[CH:26][CH:25]=[CH:24][CH:23]=4)[C:17]=3[N:18]=2)=[CH:9][CH:8]=1)(=[O:3])[CH3:2].[OH2:36].[OH2:37].O.O.O.O.C1(=O)OOOOC(=O)C2=CC=CC=C12.[Mg]. Product: [C:1]([O:4][CH2:5][S:6]([C:7]1[CH:8]=[CH:9][C:10]([C:13]2[N:14]([C:29]3[CH:30]=[CH:31][C:32]([Cl:35])=[CH:33][CH:34]=3)[C:15](=[O:28])[C:16]3[CH:21]=[N:20][N:19]([C:22]4[CH:27]=[CH:26][CH:25]=[CH:24][CH:23]=4)[C:17]=3[N:18]=2)=[CH:11][CH:12]=1)(=[O:37])=[O:36])(=[O:3])[CH3:2]. The catalyst class is: 98. (5) Reactant: [Cl:1][C:2]1[CH:10]=[CH:9][C:8]([OH:11])=[CH:7][C:3]=1[C:4](O)=[O:5].B. Product: [Cl:1][C:2]1[CH:10]=[CH:9][C:8]([OH:11])=[CH:7][C:3]=1[CH2:4][OH:5]. The catalyst class is: 1. (6) Reactant: [F:1][C:2]1([F:18])[CH2:7][CH2:6][C:5]([C:15](=O)[CH3:16])([C:8]2[CH:9]=[N:10][C:11]([CH3:14])=[N:12][CH:13]=2)[CH2:4][CH2:3]1.[NH2:19][OH:20].Cl.[OH-].[Na+]. Product: [F:1][C:2]1([F:18])[CH2:7][CH2:6][C:5](/[C:15](=[N:19]\[OH:20])/[CH3:16])([C:8]2[CH:9]=[N:10][C:11]([CH3:14])=[N:12][CH:13]=2)[CH2:4][CH2:3]1. The catalyst class is: 88. (7) Reactant: [Cl:1][C:2]1[CH:7]=[C:6]([O:8][CH3:9])[C:5](I)=[CH:4][C:3]=1[C:11]1[CH:16]=[C:15]([Cl:17])[CH:14]=[CH:13][C:12]=1[Cl:18].[CH2:19]([Sn](CCCC)(CCCC)C=C)[CH2:20]CC.[F-].[K+]. The catalyst class is: 398. Product: [Cl:1][C:2]1[CH:7]=[C:6]([O:8][CH3:9])[C:5]([CH:19]=[CH2:20])=[CH:4][C:3]=1[C:11]1[CH:16]=[C:15]([Cl:17])[CH:14]=[CH:13][C:12]=1[Cl:18].